The task is: Regression/Classification. Given a drug SMILES string, predict its absorption, distribution, metabolism, or excretion properties. Task type varies by dataset: regression for continuous measurements (e.g., permeability, clearance, half-life) or binary classification for categorical outcomes (e.g., BBB penetration, CYP inhibition). Dataset: cyp2d6_veith.. This data is from CYP2D6 inhibition data for predicting drug metabolism from PubChem BioAssay. (1) The drug is COc1ccccc1C(c1nnnn1C(C)(C)C)N1CCCc2ccccc21. The result is 0 (non-inhibitor). (2) The drug is CC1CCCCN1c1cc(C#N)c(C#N)cc1[N+](=O)[O-]. The result is 0 (non-inhibitor). (3) The compound is COC(=O)[C@@H]1CC[C@H](C)[C@@H](c2ccc(C)cc2)N1C(=O)c1ccc(/C=N\O[C@@H]2O[C@H](COC(C)=O)[C@H](OC(C)=O)[C@H](OC(C)=O)[C@H]2OC(C)=O)cc1. The result is 0 (non-inhibitor).